Dataset: Catalyst prediction with 721,799 reactions and 888 catalyst types from USPTO. Task: Predict which catalyst facilitates the given reaction. (1) Reactant: C(N(CC)CC)C.[CH2:8]([N:10]=[C:11]=[O:12])[CH3:9].[F:13][C:14]1[CH:19]=[C:18]([C:20]([F:23])([F:22])[F:21])[CH:17]=[C:16]([F:24])[C:15]=1[O:25][C:26]1[CH:30]=[C:29]([CH3:31])[NH:28][N:27]=1.Cl. Product: [CH2:8]([NH:10][C:11]([N:28]1[C:29]([CH3:31])=[CH:30][C:26]([O:25][C:15]2[C:16]([F:24])=[CH:17][C:18]([C:20]([F:23])([F:21])[F:22])=[CH:19][C:14]=2[F:13])=[N:27]1)=[O:12])[CH3:9]. The catalyst class is: 13. (2) Reactant: [CH3:1][O:2][C:3]1[C:8]([O:9][CH3:10])=[CH:7][C:6]([CH2:11][N:12]2[CH:16]=[CH:15][CH:14]=[C:13]2[CH:17]=O)=[C:5]([N+:19]([O-])=O)[CH:4]=1.C(O)(=O)C.S([O-])([O-])(=O)=O.[Mg+2]. Product: [CH3:10][O:9][C:8]1[C:3]([O:2][CH3:1])=[CH:4][C:5]2[NH:19][CH2:17][C:13]3=[CH:14][CH:15]=[CH:16][N:12]3[CH2:11][C:6]=2[CH:7]=1. The catalyst class is: 153. (3) Reactant: [OH:1][C@@H:2]1[C@H:6]2[N:7]([C:21]([O:23][C:24]([CH3:27])([CH3:26])[CH3:25])=[O:22])[CH2:8][C@@H:9](OS(C3C=CC(C)=CC=3)(=O)=O)[C@H:5]2[O:4][CH2:3]1.[CH3:28][S-:29].[Na+].[Cl-].[NH4+]. Product: [OH:1][C@@H:2]1[C@H:6]2[N:7]([C:21]([O:23][C:24]([CH3:25])([CH3:26])[CH3:27])=[O:22])[CH2:8][C@H:9]([S:29][CH3:28])[C@H:5]2[O:4][CH2:3]1. The catalyst class is: 44. (4) Reactant: [CH3:1][O:2][C:3]([C:5]1[CH:13]2[C:8](N3CCOCC3)([C:9](=[O:21])[N:10]([C:14]3[CH:19]=[CH:18][C:17]([I:20])=[CH:16][CH:15]=3)[CH2:11][CH2:12]2)[N:7]([C:28]2[CH:33]=[CH:32][C:31]([Cl:34])=[CH:30][CH:29]=2)[N:6]=1)=[O:4].FC(F)(F)C(O)=O. Product: [CH3:1][O:2][C:3]([C:5]1[C:13]2[CH2:12][CH2:11][N:10]([C:14]3[CH:15]=[CH:16][C:17]([I:20])=[CH:18][CH:19]=3)[C:9](=[O:21])[C:8]=2[N:7]([C:28]2[CH:33]=[CH:32][C:31]([Cl:34])=[CH:30][CH:29]=2)[N:6]=1)=[O:4]. The catalyst class is: 2. (5) Reactant: [C:1]([N:3]1[C:11]2[CH:10]=[CH:9][C:8]([CH3:12])=[CH:7][C:6]=2[C:5]2[CH2:13][N:14]([CH3:17])[CH2:15][CH2:16][C:4]1=2)#[CH:2].Br[C:19]1[N:20]=[CH:21][S:22][CH:23]=1.CCCC[N+](CCCC)(CCCC)CCCC.[F-].C(=O)(O)[O-]. Product: [CH3:17][N:14]1[CH2:15][CH2:16][C:4]2[N:3]([C:1]#[C:2][C:19]3[N:20]=[CH:21][S:22][CH:23]=3)[C:11]3[CH:10]=[CH:9][C:8]([CH3:12])=[CH:7][C:6]=3[C:5]=2[CH2:13]1. The catalyst class is: 6.